From a dataset of Catalyst prediction with 721,799 reactions and 888 catalyst types from USPTO. Predict which catalyst facilitates the given reaction. (1) Reactant: [H-].[Na+].Cl.[Br:4][C:5]1[CH:9]=[N:8][NH:7][C:6]=1[O:10][CH3:11].CS(O[CH:17]1[CH2:22][CH2:21][N:20]([C:23]([O:25][C:26]([CH3:29])([CH3:28])[CH3:27])=[O:24])[CH2:19][CH2:18]1)(=O)=O. Product: [Br:4][C:5]1[C:6]([O:10][CH3:11])=[N:7][N:8]([CH:17]2[CH2:22][CH2:21][N:20]([C:23]([O:25][C:26]([CH3:29])([CH3:28])[CH3:27])=[O:24])[CH2:19][CH2:18]2)[CH:9]=1. The catalyst class is: 3. (2) Reactant: Cl.[C:2]([C:4]1([C:10]2[CH:15]=[CH:14][CH:13]=[CH:12][CH:11]=2)[CH2:9][CH2:8][NH:7][CH2:6][CH2:5]1)#N.[OH-:16].[Na+].[OH:18]S(O)(=O)=O. Product: [C:10]1([C:4]2([C:2]([OH:18])=[O:16])[CH2:9][CH2:8][NH:7][CH2:6][CH2:5]2)[CH:15]=[CH:14][CH:13]=[CH:12][CH:11]=1. The catalyst class is: 6. (3) Reactant: Cl[CH2:2][CH2:3][O:4][CH2:5][CH2:6][O:7][CH2:8][CH2:9][OH:10].[N-:11]=[N+:12]=[N-:13].[Na+]. Product: [N:11]([CH2:2][CH2:3][O:4][CH2:5][CH2:6][O:7][CH2:8][CH2:9][OH:10])=[N+:12]=[N-:13]. The catalyst class is: 639. (4) The catalyst class is: 22. Reactant: [F:1][C:2]1[CH:3]=[C:4]([NH:8][CH2:9][CH:10]([OH:15])[C:11]([F:14])([F:13])[F:12])[CH:5]=[CH:6][CH:7]=1.C(N([CH2:21][CH3:22])CC)C.[F:23][C:24]([F:35])([F:34])[C:25]1[CH:26]=[C:27]([CH:31]=[CH:32][CH:33]=1)[C:28](Cl)=[O:29]. Product: [F:23][C:24]([F:35])([F:34])[C:25]1[CH:26]=[C:27]([CH:31]=[CH:21][CH:22]=1)[C:28]([O:15][CH:10]([CH2:9][N:8]([C:4]1[CH:5]=[CH:6][CH:7]=[C:2]([F:1])[CH:3]=1)[C:28](=[O:29])[C:27]1[CH:31]=[CH:32][CH:33]=[C:25]([C:24]([F:35])([F:34])[F:23])[CH:26]=1)[C:11]([F:12])([F:14])[F:13])=[O:29]. (5) Reactant: [O:1]=[C:2]1[CH2:7][O:6][C:5]2[CH:8]=[N:9][C:10]([CH:12]=O)=[N:11][C:4]=2[NH:3]1.[F:14][C:15]1[CH:16]=[N:17][C:18]2[C:23]([C:24]=1[CH2:25][CH2:26][C:27]13[CH2:34][CH2:33][C:30]([NH2:35])([CH2:31][CH2:32]1)[CH2:29][O:28]3)=[N:22][C:21]([O:36][CH3:37])=[CH:20][CH:19]=2.C(O)(=O)C.C(O[BH-](OC(=O)C)OC(=O)C)(=O)C.[Na+]. Product: [F:14][C:15]1[CH:16]=[N:17][C:18]2[C:23]([C:24]=1[CH2:25][CH2:26][C:27]13[CH2:34][CH2:33][C:30]([NH:35][CH2:12][C:10]4[N:9]=[CH:8][C:5]5[O:6][CH2:7][C:2](=[O:1])[NH:3][C:4]=5[N:11]=4)([CH2:31][CH2:32]1)[CH2:29][O:28]3)=[N:22][C:21]([O:36][CH3:37])=[CH:20][CH:19]=2. The catalyst class is: 9. (6) Reactant: Br[C:2]1[CH:3]=[C:4]([NH:8][S:9]([C:12]2[CH:17]=[CH:16][C:15]([OH:18])=[C:14]([CH3:19])[CH:13]=2)(=[O:11])=[O:10])[CH:5]=[CH:6][CH:7]=1.[B:20]1([B:20]2[O:24][C:23]([CH3:26])([CH3:25])[C:22]([CH3:28])([CH3:27])[O:21]2)[O:24][C:23]([CH3:26])([CH3:25])[C:22]([CH3:28])([CH3:27])[O:21]1.C([O-])(=O)C.[K+]. Product: [OH:18][C:15]1[CH:16]=[CH:17][C:12]([S:9]([NH:8][C:4]2[CH:5]=[CH:6][CH:7]=[C:2]([B:20]3[O:24][C:23]([CH3:26])([CH3:25])[C:22]([CH3:28])([CH3:27])[O:21]3)[CH:3]=2)(=[O:11])=[O:10])=[CH:13][C:14]=1[CH3:19]. The catalyst class is: 12.